From a dataset of Reaction yield outcomes from USPTO patents with 853,638 reactions. Predict the reaction yield, written as a fraction of the theoretical maximum amount of product (1.0 means a 100% yield; for example, 0.34 means a 34% yield). (1) The reactants are CCN=C=NCCCN(C)C.[CH3:12][C:13]1[CH:18]=[CH:17][C:16]([C:19]2[CH:24]=[C:23]([N:25]3[CH:29]=[N:28][N:27]=[N:26]3)[CH:22]=[C:21]([C:30](O)=[O:31])[CH:20]=2)=[CH:15][CH:14]=1.C1C=CC2N(O)N=NC=2C=1.CN1C(=O)CCC1.[CH3:50][C@H:51]([NH2:59])[CH2:52][N:53]1[CH2:58][CH2:57][O:56][CH2:55][CH2:54]1. The catalyst is C(Cl)Cl. The product is [CH3:50][CH:51]([NH:59][C:30]([C:21]1[CH:20]=[C:19]([C:16]2[CH:17]=[CH:18][C:13]([CH3:12])=[CH:14][CH:15]=2)[CH:24]=[C:23]([N:25]2[CH:29]=[N:28][N:27]=[N:26]2)[CH:22]=1)=[O:31])[CH2:52][N:53]1[CH2:58][CH2:57][O:56][CH2:55][CH2:54]1. The yield is 0.810. (2) The reactants are N1C=CN2C=C([C:10]([O:12]C)=[O:11])C=CC=12.[CH:14]1[N:15]=[CH:16][N:17]2[CH:22]=[CH:21][C:20](C(O)=O)=[CH:19][C:18]=12.[ClH:26]. No catalyst specified. The product is [ClH:26].[Cl:26][C:22]1[N:17]2[CH:16]=[N:15][C:14]([C:10]([OH:12])=[O:11])=[CH:18][C:19]2=[CH:20][CH:21]=1. The yield is 1.19. (3) The reactants are Br[CH2:2][CH2:3][CH2:4][O:5][C:6]1[CH:11]=[CH:10][C:9]([Cl:12])=[CH:8][C:7]=1[N+:13]([O-:15])=[O:14].C([O-])([O-])=O.[K+].[K+].[Cl:22][C:23]1[CH:38]=[CH:37][C:26]([CH2:27][C:28]2([OH:36])[CH2:33][CH2:32][NH:31][CH2:30][C:29]2([CH3:35])[CH3:34])=[CH:25][CH:24]=1. The catalyst is CN(C=O)C.O. The product is [Cl:12][C:9]1[CH:10]=[CH:11][C:6]([O:5][CH2:4][CH2:3][CH2:2][N:31]2[CH2:32][CH2:33][C:28]([CH2:27][C:26]3[CH:25]=[CH:24][C:23]([Cl:22])=[CH:38][CH:37]=3)([OH:36])[C:29]([CH3:35])([CH3:34])[CH2:30]2)=[C:7]([N+:13]([O-:15])=[O:14])[CH:8]=1. The yield is 0.930. (4) The reactants are [NH2:1][C:2]1[CH:3]=[C:4]([N:8]2[C:12]3[N:13]=[CH:14][N:15]=[C:16]([NH:17][C:18](=[O:24])[O:19][C:20]([CH3:23])([CH3:22])[CH3:21])[C:11]=3[C:10]([C:25]3[CH:30]=[CH:29][C:28]([Cl:31])=[CH:27][CH:26]=3)=[C:9]2[Cl:32])[CH:5]=[CH:6][CH:7]=1.C=O.[BH3-][C:36]#N.[Na+]. The catalyst is C1COCC1. The product is [Cl:32][C:9]1[N:8]([C:4]2[CH:5]=[CH:6][CH:7]=[C:2]([NH:1][CH3:36])[CH:3]=2)[C:12]2[N:13]=[CH:14][N:15]=[C:16]([NH:17][C:18](=[O:24])[O:19][C:20]([CH3:21])([CH3:22])[CH3:23])[C:11]=2[C:10]=1[C:25]1[CH:26]=[CH:27][C:28]([Cl:31])=[CH:29][CH:30]=1. The yield is 0.190. (5) The reactants are CCN(C(C)C)C(C)C.[NH2:10][CH:11]1[CH2:16][CH2:15][CH2:14][N:13](C(OC(C)(C)C)=O)[CH2:12]1.F[P-](F)(F)(F)(F)F.Br[P+](N1CCCC1)(N1CCCC1)N1CCCC1.[NH2:48][C:49]1[C:50]([C:67]2[O:71][C:70](=O)[NH:69][N:68]=2)=[N:51][C:52]([C:55]2[CH:60]=[CH:59][C:58]([S:61]([CH:64]([CH3:66])[CH3:65])(=[O:63])=[O:62])=[CH:57][CH:56]=2)=[CH:53][N:54]=1.Cl. The catalyst is CN(C=O)C.CS(C)=O.CCOC(C)=O.C(=O)([O-])O.[Na+]. The product is [NH2:48][C:49]1[C:50]([C:67]2[O:71][C:70]([NH:10][CH:11]3[CH2:16][CH2:15][CH2:14][NH:13][CH2:12]3)=[N:69][N:68]=2)=[N:51][C:52]([C:55]2[CH:60]=[CH:59][C:58]([S:61]([CH:64]([CH3:65])[CH3:66])(=[O:63])=[O:62])=[CH:57][CH:56]=2)=[CH:53][N:54]=1. The yield is 0.200. (6) The reactants are Br[CH2:2][C:3]([C:5]1[CH:10]=[CH:9][CH:8]=[C:7]([CH3:11])[CH:6]=1)=[O:4].[S-:12][C:13]#[N:14].[K+].O. The catalyst is C(O)C. The product is [CH3:11][C:7]1[CH:6]=[C:5]([C:3](=[O:4])[CH2:2][S:12][C:13]#[N:14])[CH:10]=[CH:9][CH:8]=1. The yield is 0.842. (7) The reactants are [Na].[F:2][C:3]1[CH:4]=[C:5]([CH:8]=[CH:9][C:10]=1[CH3:11])[CH:6]=O.[CH2:12]([O:14][C:15](=[O:20])[CH2:16][N:17]=[N+:18]=[N-:19])[CH3:13].[Cl-].[NH4+]. The catalyst is C(O)C.O.C(OCC)(=O)C. The product is [CH2:12]([O:14][C:15](=[O:20])/[C:16](/[N:17]=[N+:18]=[N-:19])=[CH:6]/[C:5]1[CH:8]=[CH:9][C:10]([CH3:11])=[C:3]([F:2])[CH:4]=1)[CH3:13]. The yield is 0.542. (8) The reactants are Br[C:2]1[C:7](=[O:8])[N:6]([CH2:9][C:10]2[CH:15]=[CH:14][C:13]([C:16]3[C:17]([C:22]#[N:23])=[CH:18][CH:19]=[CH:20][CH:21]=3)=[CH:12][C:11]=2[F:24])[C:5]([CH2:25][CH2:26][CH3:27])=[N:4][C:3]=1[CH3:28].[Si:29]([O:36][CH2:37][C:38]([CH3:50])([CH3:49])[O:39][C:40]1[CH:45]=[CH:44][C:43](B(O)O)=[CH:42][CH:41]=1)([C:32]([CH3:35])([CH3:34])[CH3:33])([CH3:31])[CH3:30].C(=O)([O-])[O-].[Cs+].[Cs+].O1CCOCC1. The catalyst is C(OCC)(=O)C.C1C=CC(P(C2C=CC=CC=2)[C-]2C=CC=C2)=CC=1.C1C=CC(P(C2C=CC=CC=2)[C-]2C=CC=C2)=CC=1.Cl[Pd]Cl.[Fe+2].ClCCl. The product is [Si:29]([O:36][CH2:37][C:38]([CH3:50])([CH3:49])[O:39][C:40]1[CH:41]=[CH:42][C:43]([C:2]2[C:7](=[O:8])[N:6]([CH2:9][C:10]3[CH:15]=[CH:14][C:13]([C:16]4[C:17]([C:22]#[N:23])=[CH:18][CH:19]=[CH:20][CH:21]=4)=[CH:12][C:11]=3[F:24])[C:5]([CH2:25][CH2:26][CH3:27])=[N:4][C:3]=2[CH3:28])=[CH:44][CH:45]=1)([C:32]([CH3:35])([CH3:34])[CH3:33])([CH3:31])[CH3:30]. The yield is 0.890. (9) The reactants are Cl[C:2]1[N:9]=[CH:8][CH:7]=[CH:6][C:3]=1[C:4]#[N:5].[F:10][C:11]1[CH:12]=[CH:13][C:14]([O:20][CH3:21])=[C:15](B(O)O)[CH:16]=1. No catalyst specified. The product is [F:10][C:11]1[CH:16]=[CH:15][C:14]([O:20][CH3:21])=[C:13]([C:2]2[N:9]=[CH:8][CH:7]=[CH:6][C:3]=2[C:4]#[N:5])[CH:12]=1. The yield is 0.890.